From a dataset of Full USPTO retrosynthesis dataset with 1.9M reactions from patents (1976-2016). Predict the reactants needed to synthesize the given product. (1) Given the product [CH3:25][O:24][C:20]1[CH:19]=[C:18]2[C:23](=[CH:22][CH:21]=1)[C:14]([O:13][C:10]1[CH:9]=[CH:8][C:7]([CH:6]=[CH:5][C:4]([OH:32])=[O:3])=[CH:12][CH:11]=1)=[C:15]([C:27]1[CH:31]=[CH:30][S:29][CH:28]=1)[C:16]([CH3:26])=[CH:17]2, predict the reactants needed to synthesize it. The reactants are: C([O:3][C:4](=[O:32])[CH:5]=[CH:6][C:7]1[CH:12]=[CH:11][C:10]([O:13][C:14]2[C:23]3[C:18](=[CH:19][C:20]([O:24][CH3:25])=[CH:21][CH:22]=3)[CH:17]=[C:16]([CH3:26])[C:15]=2[C:27]2[CH:31]=[CH:30][S:29][CH:28]=2)=[CH:9][CH:8]=1)C.[OH-].[Na+].CCO. (2) Given the product [CH3:12][O:13][C:14](=[O:26])[CH2:15][N:16]([S:8]([C:5]1[CH:6]=[CH:7][C:2]([OH:1])=[CH:3][CH:4]=1)(=[O:10])=[O:9])[CH2:17][C:18]1[CH:19]=[CH:20][C:21]([O:24][CH3:25])=[CH:22][CH:23]=1, predict the reactants needed to synthesize it. The reactants are: [OH:1][C:2]1[CH:7]=[CH:6][C:5]([S:8](Cl)(=[O:10])=[O:9])=[CH:4][CH:3]=1.[CH3:12][O:13][C:14](=[O:26])[CH2:15][NH:16][CH2:17][C:18]1[CH:23]=[CH:22][C:21]([O:24][CH3:25])=[CH:20][CH:19]=1.C(N(CC)CC)C.Cl. (3) Given the product [ClH:31].[ClH:31].[NH:13]1[CH2:14][CH2:15][CH2:16][C@@H:12]1[CH2:11][O:10][C:9]1[C:4]([C:1]([NH2:2])=[O:3])=[N:5][CH:6]=[CH:7][CH:8]=1, predict the reactants needed to synthesize it. The reactants are: [C:1]([C:4]1[C:9]([O:10][CH2:11][C@H:12]2[CH2:16][CH2:15][CH2:14][N:13]2C(OC(C)(C)C)=O)=[CH:8][CH:7]=[CH:6][N:5]=1)(=[O:3])[NH2:2].C(OC(C)C)(C)C.[ClH:31]. (4) Given the product [Br:1][C:2]1[CH:3]=[C:4]([CH:8]([OH:14])[C:9]([N+:11]([O-:23])([CH3:12])[CH3:13])=[O:10])[CH:5]=[N:6][CH:7]=1, predict the reactants needed to synthesize it. The reactants are: [Br:1][C:2]1[CH:3]=[C:4]([CH:8]([OH:14])[C:9]([N:11]([CH3:13])[CH3:12])=[O:10])[CH:5]=[N:6][CH:7]=1.C1C=C(Cl)C=C(C(OO)=[O:23])C=1.C(O)(=O)C1C=CC=CC=1. (5) Given the product [Br:1][C:2]1[CH:3]=[C:4]2[C:10]3([CH2:11][CH2:12][N:13]([C:26]([C:19]4[C:20]5[C:25](=[CH:24][CH:23]=[CH:22][CH:21]=5)[NH:17][CH:18]=4)=[O:27])[CH2:14][CH2:15]3)[C:9](=[O:16])[NH:8][C:5]2=[CH:6][CH:7]=1, predict the reactants needed to synthesize it. The reactants are: [Br:1][C:2]1[CH:3]=[C:4]2[C:10]3([CH2:15][CH2:14][NH:13][CH2:12][CH2:11]3)[C:9](=[O:16])[NH:8][C:5]2=[CH:6][CH:7]=1.[NH:17]1[C:25]2[C:20](=[CH:21][CH:22]=[CH:23][CH:24]=2)[C:19]([C:26](O)=[O:27])=[CH:18]1.